This data is from Forward reaction prediction with 1.9M reactions from USPTO patents (1976-2016). The task is: Predict the product of the given reaction. (1) Given the reactants [CH:1]([C:4]1[CH:9]=[CH:8][C:7]([C:10]2[S:14][CH:13]=[C:12]([C:15]3[CH:16]=[C:17]([CH:23]=[CH:24][CH:25]=3)[C:18]([O:20]CC)=[O:19])[CH:11]=2)=[CH:6][CH:5]=1)([CH3:3])[CH3:2].O[Li].O.Cl, predict the reaction product. The product is: [CH:1]([C:4]1[CH:5]=[CH:6][C:7]([C:10]2[S:14][CH:13]=[C:12]([C:15]3[CH:16]=[C:17]([CH:23]=[CH:24][CH:25]=3)[C:18]([OH:20])=[O:19])[CH:11]=2)=[CH:8][CH:9]=1)([CH3:3])[CH3:2]. (2) Given the reactants C([O:8][C:9]1[CH:14]=[CH:13][N:12]([CH2:15][CH2:16][C:17]2[CH:22]=[CH:21][C:20]([CH2:23][N:24]3[CH2:28][CH2:27][CH2:26][CH2:25]3)=[CH:19][CH:18]=2)[C:11](=[O:29])[CH:10]=1)C1C=CC=CC=1, predict the reaction product. The product is: [OH:8][C:9]1[CH:14]=[CH:13][N:12]([CH2:15][CH2:16][C:17]2[CH:22]=[CH:21][C:20]([CH2:23][N:24]3[CH2:28][CH2:27][CH2:26][CH2:25]3)=[CH:19][CH:18]=2)[C:11](=[O:29])[CH:10]=1. (3) Given the reactants [CH2:1]([N:4]([CH2:20][CH2:21][CH3:22])[C:5]([CH2:7][CH:8]1[C:16]2[C:11](=[CH:12][CH:13]=[C:14]([O:17]C)[CH:15]=2)[N:10]([CH3:19])[CH2:9]1)=[O:6])[CH2:2][CH3:3].B(Br)(Br)Br.CO, predict the reaction product. The product is: [CH2:20]([N:4]([CH2:1][CH2:2][CH3:3])[C:5]([CH2:7][CH:8]1[C:16]2[C:11](=[CH:12][CH:13]=[C:14]([OH:17])[CH:15]=2)[N:10]([CH3:19])[CH2:9]1)=[O:6])[CH2:21][CH3:22]. (4) Given the reactants [CH2:1]([O:8][C:9]1[CH:14]=[C:13](I)[CH:12]=[CH:11][C:10]=1[N:16]1[S:20](=[O:22])(=[O:21])[N:19]([CH2:23][CH2:24][Si:25]([CH3:28])([CH3:27])[CH3:26])[C:18](=[O:29])[CH2:17]1)[C:2]1[CH:7]=[CH:6][CH:5]=[CH:4][CH:3]=1.I[CH2:31][C:32]1[CH:37]=[C:36]([CH3:38])[CH:35]=[CH:34][C:33]=1[O:39][CH2:40][C:41]1[CH:46]=[CH:45][C:44]([O:47][CH3:48])=[CH:43][CH:42]=1, predict the reaction product. The product is: [CH2:1]([O:8][C:9]1[CH:14]=[C:13]([CH2:31][C:32]2[CH:37]=[C:36]([CH3:38])[CH:35]=[CH:34][C:33]=2[O:39][CH2:40][C:41]2[CH:46]=[CH:45][C:44]([O:47][CH3:48])=[CH:43][CH:42]=2)[CH:12]=[CH:11][C:10]=1[N:16]1[S:20](=[O:22])(=[O:21])[N:19]([CH2:23][CH2:24][Si:25]([CH3:28])([CH3:27])[CH3:26])[C:18](=[O:29])[CH2:17]1)[C:2]1[CH:7]=[CH:6][CH:5]=[CH:4][CH:3]=1. (5) Given the reactants [Cl:1][C:2]1[N:3]=[C:4]([N:11]2[CH2:16][CH2:15][O:14][CH2:13][CH2:12]2)[C:5]2[S:10][CH:9]=[CH:8][C:6]=2[N:7]=1.[Li]CCCC.[CH3:22][S:23][C:24]1[CH:31]=[CH:30][C:27]([CH:28]=[O:29])=[CH:26][CH:25]=1, predict the reaction product. The product is: [Cl:1][C:2]1[N:3]=[C:4]([N:11]2[CH2:16][CH2:15][O:14][CH2:13][CH2:12]2)[C:5]2[S:10][C:9]([CH:28]([C:27]3[CH:30]=[CH:31][C:24]([S:23][CH3:22])=[CH:25][CH:26]=3)[OH:29])=[CH:8][C:6]=2[N:7]=1.